Dataset: Forward reaction prediction with 1.9M reactions from USPTO patents (1976-2016). Task: Predict the product of the given reaction. Given the reactants [N:1]([C@@H:4]([C@@H:31]([C:39]1[CH:44]=[CH:43][C:42]([Cl:45])=[CH:41][CH:40]=1)[C:32]1[CH:37]=[CH:36][CH:35]=[C:34]([F:38])[CH:33]=1)[C:5]([NH:7][C:8]1[CH:9]=[N:10][CH:11]=[C:12]([F:30])[C:13]=1[CH2:14][CH2:15][C@H:16]1[CH2:20][O:19]C(C)(C)[N:17]1C(OC(C)(C)C)=O)=[O:6])=[N+:2]=[N-:3].FC(F)(F)C(O)=O.O, predict the reaction product. The product is: [NH2:17][C@H:16]([CH2:20][OH:19])[CH2:15][CH2:14][C:13]1[C:12]([F:30])=[CH:11][N:10]=[CH:9][C:8]=1[NH:7][C:5](=[O:6])[C@@H:4]([N:1]=[N+:2]=[N-:3])[C@@H:31]([C:39]1[CH:40]=[CH:41][C:42]([Cl:45])=[CH:43][CH:44]=1)[C:32]1[CH:37]=[CH:36][CH:35]=[C:34]([F:38])[CH:33]=1.